Dataset: Full USPTO retrosynthesis dataset with 1.9M reactions from patents (1976-2016). Task: Predict the reactants needed to synthesize the given product. (1) Given the product [CH3:1][O:2][C:3]1[C:12]([NH:13][C:14]([N:33]2[CH2:32][CH2:31][N:30]([C:26]3[CH:27]=[CH:28][CH:29]=[C:24]([Br:23])[CH:25]=3)[CH2:35][CH2:34]2)=[S:22])=[N:11][C:10]2[C:5](=[CH:6][CH:7]=[CH:8][CH:9]=2)[N:4]=1, predict the reactants needed to synthesize it. The reactants are: [CH3:1][O:2][C:3]1[C:12]([NH:13][C:14](=[S:22])OC2C=CC=CC=2)=[N:11][C:10]2[C:5](=[CH:6][CH:7]=[CH:8][CH:9]=2)[N:4]=1.[Br:23][C:24]1[CH:25]=[C:26]([N:30]2[CH2:35][CH2:34][NH:33][CH2:32][CH2:31]2)[CH:27]=[CH:28][CH:29]=1. (2) Given the product [Cl:1][C:2]1[CH:26]=[CH:25][C:5]([O:6][CH2:7][C:8]([N:10]2[CH2:15][CH2:14][N:13]([CH2:16][C:17]3[CH:22]=[CH:21][C:20]([F:23])=[CH:19][CH:18]=3)[CH2:12][C@H:11]2[CH3:24])=[O:9])=[C:4]([O:27][C:28]#[N:30])[CH:3]=1, predict the reactants needed to synthesize it. The reactants are: [Cl:1][C:2]1[CH:26]=[CH:25][C:5]([O:6][CH2:7][C:8]([N:10]2[CH2:15][CH2:14][N:13]([CH2:16][C:17]3[CH:22]=[CH:21][C:20]([F:23])=[CH:19][CH:18]=3)[CH2:12][C@H:11]2[CH3:24])=[O:9])=[C:4]([OH:27])[CH:3]=1.[CH2:28]([N:30](CC)CC)C.N#CBr. (3) Given the product [CH3:17][C:12]1[C:13]2[N:14]=[CH:15][NH:4][C:7](=[O:6])[C:9]=2[S:10][CH:11]=1, predict the reactants needed to synthesize it. The reactants are: C([O-])=O.[NH4+:4].C[O:6][C:7]([C:9]1[S:10][CH:11]=[C:12]([CH3:17])[C:13]=1[NH:14][CH:15]=O)=O. (4) Given the product [F:1][C:2]1[CH:7]=[CH:6][C:5]([CH:8]([C:13]2[C:21]3[C:16](=[C:17]([CH2:22][S:23]([CH3:24])=[O:37])[CH:18]=[CH:19][CH:20]=3)[NH:15][CH:14]=2)[CH2:9][CH2:10][C:11]#[N:12])=[C:4]([CH3:25])[CH:3]=1, predict the reactants needed to synthesize it. The reactants are: [F:1][C:2]1[CH:7]=[CH:6][C:5]([CH:8]([C:13]2[C:21]3[C:16](=[C:17]([CH2:22][S:23][CH3:24])[CH:18]=[CH:19][CH:20]=3)[NH:15][CH:14]=2)[CH2:9][CH2:10][C:11]#[N:12])=[C:4]([CH3:25])[CH:3]=1.ClCCl.ClC1C=CC=C(C(OO)=[O:37])C=1. (5) Given the product [Br:1][C:2]1[CH:7]=[CH:6][C:5]([C:8]2([NH2:16])[CH2:11][C:10]3([O:12][CH2:13][CH2:14][O:15]3)[CH2:9]2)=[CH:4][CH:3]=1, predict the reactants needed to synthesize it. The reactants are: [Br:1][C:2]1[CH:7]=[CH:6][C:5]([C:8]2([NH:16]C(=O)OC(C)(C)C)[CH2:11][C:10]3([O:15][CH2:14][CH2:13][O:12]3)[CH2:9]2)=[CH:4][CH:3]=1.C([O-])(O)=O.[Na+]. (6) Given the product [CH3:22][O:23][C:24]1[CH:25]=[C:26]([C:30]([NH:33][C:15]([NH:9][CH:3]2[CH:4]3[CH2:7][CH2:8][N:1]([CH2:6][CH2:5]3)[CH2:2]2)=[O:16])([CH3:31])[CH3:32])[CH:27]=[CH:28][CH:29]=1, predict the reactants needed to synthesize it. The reactants are: [N:1]12[CH2:8][CH2:7][CH:4]([CH2:5][CH2:6]1)[CH:3]([NH2:9])[CH2:2]2.C1N=CN([C:15](N2C=NC=C2)=[O:16])C=1.[CH3:22][O:23][C:24]1[CH:25]=[C:26]([C:30]([NH2:33])([CH3:32])[CH3:31])[CH:27]=[CH:28][CH:29]=1. (7) Given the product [CH2:26]([O:28][CH2:29][CH2:30][NH:31][C:21]([C:19]1[CH:18]=[CH:17][C:14]2[N:15]([CH3:16])[C:11]([NH:10][C:8]3[S:9][C:5]4[CH:4]=[C:3]([F:25])[C:2]([F:1])=[CH:24][C:6]=4[N:7]=3)=[N:12][C:13]=2[CH:20]=1)=[O:22])[CH3:27], predict the reactants needed to synthesize it. The reactants are: [F:1][C:2]1[C:3]([F:25])=[CH:4][C:5]2[S:9][C:8]([NH:10][C:11]3[N:15]([CH3:16])[C:14]4[CH:17]=[CH:18][C:19]([C:21](O)=[O:22])=[CH:20][C:13]=4[N:12]=3)=[N:7][C:6]=2[CH:24]=1.[CH2:26]([O:28][CH2:29][CH2:30][NH2:31])[CH3:27].CN(C(ON1N=NC2C=CC=CC1=2)=[N+](C)C)C.F[P-](F)(F)(F)(F)F.CCN(C(C)C)C(C)C. (8) Given the product [C:5]([O:9][C:10](=[O:13])[CH2:11][CH2:12][N:4]([C:22]([O:21][CH2:14][C:15]1[CH:20]=[CH:19][CH:18]=[CH:17][CH:16]=1)=[O:23])[CH2:3][CH2:1][OH:2])([CH3:8])([CH3:7])[CH3:6], predict the reactants needed to synthesize it. The reactants are: [CH2:1]([CH2:3][NH2:4])[OH:2].[C:5]([O:9][C:10](=[O:13])[CH:11]=[CH2:12])([CH3:8])([CH3:7])[CH3:6].[CH2:14]([O:21][C:22](ON1C(=O)CCC1=O)=[O:23])[C:15]1[CH:20]=[CH:19][CH:18]=[CH:17][CH:16]=1.C(N(CC)CC)C. (9) Given the product [CH3:1][O:2][C:3]1[CH:4]=[C:5]2[C:10](=[CH:11][C:12]=1[O:13][CH3:14])[N:9]=[CH:8][N:7]=[C:6]2[O:15][C:16]1[CH:22]=[CH:21][C:19]([NH:20][C:29]([NH:37][N:38]2[CH2:43][CH2:42][CH2:41][CH2:40][CH2:39]2)=[O:35])=[C:18]([O:23][CH3:24])[CH:17]=1, predict the reactants needed to synthesize it. The reactants are: [CH3:1][O:2][C:3]1[CH:4]=[C:5]2[C:10](=[CH:11][C:12]=1[O:13][CH3:14])[N:9]=[CH:8][N:7]=[C:6]2[O:15][C:16]1[CH:22]=[CH:21][C:19]([NH2:20])=[C:18]([O:23][CH3:24])[CH:17]=1.ClC(Cl)(O[C:29](=[O:35])OC(Cl)(Cl)Cl)Cl.[NH2:37][N:38]1[CH2:43][CH2:42][CH2:41][CH2:40][CH2:39]1.C(=O)(O)[O-].[Na+]. (10) Given the product [CH3:1][C:2]1([CH3:33])[CH2:31][C:6]2[C:7]([C:16]3[CH:21]=[CH:20][N:19]=[C:18]([C:22]4[CH:27]=[CH:26][N:25]=[C:24]([C:28]([N:34]5[CH2:39][CH2:38][O:37][CH2:36][CH2:35]5)=[O:29])[CH:23]=4)[CH:17]=3)=[C:8]([N:10]3[CH2:11][CH2:12][O:13][CH2:14][CH2:15]3)[S:9][C:5]=2[C:4](=[O:32])[CH2:3]1, predict the reactants needed to synthesize it. The reactants are: [CH3:1][C:2]1([CH3:33])[CH2:31][C:6]2[C:7]([C:16]3[CH:21]=[CH:20][N:19]=[C:18]([C:22]4[CH:27]=[CH:26][N:25]=[C:24]([C:28](O)=[O:29])[CH:23]=4)[CH:17]=3)=[C:8]([N:10]3[CH2:15][CH2:14][O:13][CH2:12][CH2:11]3)[S:9][C:5]=2[C:4](=[O:32])[CH2:3]1.[NH:34]1[CH2:39][CH2:38][O:37][CH2:36][CH2:35]1.C(Cl)CCl.O.ON1C2C=CC=CC=2N=N1.